Predict the product of the given reaction. From a dataset of Forward reaction prediction with 1.9M reactions from USPTO patents (1976-2016). (1) Given the reactants [CH2:1]=[C:2]1[CH2:7][CH2:6][N:5]([C:8]([O:10][C:11]([CH3:14])([CH3:13])[CH3:12])=[O:9])[CH2:4][CH2:3]1.B1C2CCCC1CCC2.Cl[C:25]1[CH:26]=[C:27]([C:40]2[N:45]=[C:44]([CH3:46])[N:43]=[C:42]([N:47]([CH2:57][C:58]3[CH:63]=[CH:62][C:61]([O:64][CH3:65])=[CH:60][CH:59]=3)[CH2:48][C:49]3[CH:54]=[CH:53][C:52]([O:55][CH3:56])=[CH:51][CH:50]=3)[N:41]=2)[C:28]([NH:31][C:32]2[CH:33]=[N:34][C:35]([O:38][CH3:39])=[CH:36][CH:37]=2)=[N:29][CH:30]=1.C1(P(C2CCCCC2)C2C=CC=CC=2C2C(C(C)C)=CC(C(C)C)=CC=2C(C)C)CCCCC1.C([O-])([O-])=O.[Na+].[Na+], predict the reaction product. The product is: [CH3:56][O:55][C:52]1[CH:51]=[CH:50][C:49]([CH2:48][N:47]([CH2:57][C:58]2[CH:59]=[CH:60][C:61]([O:64][CH3:65])=[CH:62][CH:63]=2)[C:42]2[N:43]=[C:44]([CH3:46])[N:45]=[C:40]([C:27]3[CH:26]=[C:25]([CH2:1][CH:2]4[CH2:7][CH2:6][N:5]([C:8]([O:10][C:11]([CH3:14])([CH3:13])[CH3:12])=[O:9])[CH2:4][CH2:3]4)[CH:30]=[N:29][C:28]=3[NH:31][C:32]3[CH:33]=[N:34][C:35]([O:38][CH3:39])=[CH:36][CH:37]=3)[N:41]=2)=[CH:54][CH:53]=1. (2) Given the reactants Br[C:2]1[N:7]=[N:6][C:5]([C:8]2[CH:17]=[CH:16][C:15]3[C:10](=[CH:11][CH:12]=[CH:13][CH:14]=3)[CH:9]=2)=[C:4]([C:18]2[CH:23]=[CH:22][N:21]=[CH:20][CH:19]=2)[CH:3]=1.C(O)C.[NH:27]1[CH2:31][CH2:30][CH2:29][CH2:28]1, predict the reaction product. The product is: [CH:9]1[C:10]2[C:15](=[CH:14][CH:13]=[CH:12][CH:11]=2)[CH:16]=[CH:17][C:8]=1[C:5]1[N:6]=[N:7][C:2]([N:27]2[CH2:31][CH2:30][CH2:29][CH2:28]2)=[CH:3][C:4]=1[C:18]1[CH:23]=[CH:22][N:21]=[CH:20][CH:19]=1. (3) Given the reactants [C:1]1([C@@H:7]([O:9][C:10](=[O:26])[NH:11][C@H:12]2[C:21]3[C:16](=[CH:17][CH:18]=[C:19]([O:22][CH3:23])[N:20]=3)[NH:15][C@@H:14]([CH2:24][CH3:25])[CH2:13]2)[CH3:8])[CH:6]=[CH:5][CH:4]=[CH:3][CH:2]=1.N1C=CC=CC=1.Cl[C:34]([O:36][CH2:37][CH3:38])=[O:35], predict the reaction product. The product is: [CH2:37]([O:36][C:34]([N:15]1[C:16]2[C:21](=[N:20][C:19]([O:22][CH3:23])=[CH:18][CH:17]=2)[C@H:12]([NH:11][C:10]([O:9][C@H:7]([C:1]2[CH:6]=[CH:5][CH:4]=[CH:3][CH:2]=2)[CH3:8])=[O:26])[CH2:13][C@@H:14]1[CH2:24][CH3:25])=[O:35])[CH3:38].